This data is from Full USPTO retrosynthesis dataset with 1.9M reactions from patents (1976-2016). The task is: Predict the reactants needed to synthesize the given product. (1) Given the product [Br:13][C:14]1[CH:15]=[N:16][CH:17]=[CH:18][C:19]=1[O:12][C:3]1[CH:4]=[C:5]([F:11])[C:6]([N+:8]([O-:10])=[O:9])=[CH:7][C:2]=1[F:1], predict the reactants needed to synthesize it. The reactants are: [F:1][C:2]1[CH:7]=[C:6]([N+:8]([O-:10])=[O:9])[C:5]([F:11])=[CH:4][C:3]=1[OH:12].[Br:13][C:14]1[CH:15]=[N:16][CH:17]=[CH:18][C:19]=1Cl. (2) Given the product [NH2:38][C:37]1[S:39]/[C:33](=[CH:1]\[C:3]2[CH:4]=[C:5]3[C:10](=[CH:11][CH:12]=2)[N:9]=[CH:8][C:7]([C:13]#[N:14])=[C:6]3[CH2:15][CH2:16][CH3:17])/[C:34](=[O:35])[N:36]=1, predict the reactants needed to synthesize it. The reactants are: [CH:1]([C:3]1[CH:4]=[C:5]2[C:10](=[CH:11][CH:12]=1)[N:9]=[CH:8][C:7]([C:13]#[N:14])=[C:6]2[CH2:15][CH2:16][CH3:17])=O.COC1C=CC(/C=[C:33]2/[C:34]([NH:36][C:37]([S:39]/2)=[NH:38])=[O:35])=CC=1OC1CCCC1.C([O-])(=O)C.[Na+]. (3) Given the product [Cl:1][C:2]1[CH:11]=[CH:10][C:9]2[N:8]([CH2:12][CH2:13][CH:14]([OH:19])[CH2:15][NH:16][CH2:17][CH3:18])[C:7](=[O:20])[C:6]3=[C:21]([CH3:30])[NH:22][N:23]=[C:5]3[C:4]=2[CH:3]=1, predict the reactants needed to synthesize it. The reactants are: [Cl:1][C:2]1[CH:11]=[CH:10][C:9]2[N:8]([CH2:12][CH2:13][CH:14]([OH:19])[CH2:15][NH:16][CH2:17][CH3:18])[C:7](=[O:20])[C:6]3=[C:21]([CH3:30])[N:22](C4CCCCO4)[N:23]=[C:5]3[C:4]=2[CH:3]=1. (4) Given the product [CH:10]1[CH:11]=[C:12]2[C:13]([OH:15])=[C:14]3[C:5](=[C:6]([OH:16])[C:7]2=[CH:8][CH:9]=1)[CH:4]=[CH:3][CH:2]=[CH:1]3, predict the reactants needed to synthesize it. The reactants are: [CH:1]1[C:14]2[C:13](=[O:15])[C:12]3[C:7](=[CH:8][CH:9]=[CH:10][CH:11]=3)[C:6](=[O:16])[C:5]=2[CH:4]=[CH:3][CH:2]=1. (5) Given the product [CH3:1][O:2][C:3]1[CH:10]=[CH:9][C:6]([CH:7]=[C:12]([C:11]([O:22][Si:23]([CH3:27])([CH3:26])[CH2:24][CH3:25])=[O:21])[C:13]([O:15][Si:16]([CH3:19])([CH3:20])[CH2:17][CH3:18])=[O:14])=[CH:5][CH:4]=1, predict the reactants needed to synthesize it. The reactants are: [CH3:1][O:2][C:3]1[CH:10]=[CH:9][C:6]([CH:7]=O)=[CH:5][CH:4]=1.[C:11]([O:22][Si:23]([CH3:27])([CH3:26])[CH2:24][CH3:25])(=[O:21])[CH2:12][C:13]([O:15][Si:16]([CH3:20])([CH3:19])[CH2:17][CH3:18])=[O:14].N1CCCCC1.C(O)(=O)C.